From a dataset of Forward reaction prediction with 1.9M reactions from USPTO patents (1976-2016). Predict the product of the given reaction. (1) Given the reactants [O:1]1[CH2:6][CH2:5][N:4]([CH2:7][CH2:8][O:9][NH2:10])[CH2:3][CH2:2]1.[CH:11](=O)[CH3:12], predict the reaction product. The product is: [CH2:11]([NH:10][O:9][CH2:8][CH2:7][N:4]1[CH2:5][CH2:6][O:1][CH2:2][CH2:3]1)[CH3:12]. (2) The product is: [CH2:29]([O:28][C:26]([N:2]([CH3:1])[CH:3]1[CH2:8][CH2:7][CH2:6][N:5]([C:9]([O:11][C:12]([CH3:14])([CH3:13])[CH3:15])=[O:10])[CH2:4]1)=[O:27])[C:30]1[CH:35]=[CH:34][CH:33]=[CH:32][CH:31]=1. Given the reactants [CH3:1][NH:2][CH:3]1[CH2:8][CH2:7][CH2:6][N:5]([C:9]([O:11][C:12]([CH3:15])([CH3:14])[CH3:13])=[O:10])[CH2:4]1.CCN(C(C)C)C(C)C.Cl[C:26]([O:28][CH2:29][C:30]1[CH:35]=[CH:34][CH:33]=[CH:32][CH:31]=1)=[O:27], predict the reaction product.